This data is from Forward reaction prediction with 1.9M reactions from USPTO patents (1976-2016). The task is: Predict the product of the given reaction. (1) Given the reactants [OH:1][CH:2]([CH2:12][NH:13][C:14]1[C:23]2[C:18](=[CH:19][CH:20]=[CH:21][CH:22]=2)[N:17]=[CH:16][C:15]=1[N+:24]([O-])=O)[CH2:3][NH:4][C:5](=[O:11])[O:6][C:7]([CH3:10])([CH3:9])[CH3:8].[O-]S([O-])(=O)=O.[Mg+2], predict the reaction product. The product is: [NH2:24][C:15]1[CH:16]=[N:17][C:18]2[C:23]([C:14]=1[NH:13][CH2:12][CH:2]([OH:1])[CH2:3][NH:4][C:5](=[O:11])[O:6][C:7]([CH3:8])([CH3:9])[CH3:10])=[CH:22][CH:21]=[CH:20][CH:19]=2. (2) Given the reactants [Al+3].[Cl-].[Cl-].[Cl-].[C:5]([C:8]1[CH:9]=[C:10]2[C:15](=[CH:16][CH:17]=1)[CH2:14][CH2:13][CH2:12][CH2:11]2)(=[O:7])[CH3:6].[Br:18]Br, predict the reaction product. The product is: [Br:18][C:16]1[CH:17]=[C:8]([C:5](=[O:7])[CH3:6])[CH:9]=[C:10]2[C:15]=1[CH2:14][CH2:13][CH2:12][CH2:11]2.